This data is from Reaction yield outcomes from USPTO patents with 853,638 reactions. The task is: Predict the reaction yield, written as a fraction of the theoretical maximum amount of product (1.0 means a 100% yield; for example, 0.34 means a 34% yield). The yield is 0.850. The product is [Cl:1][C:2]1[CH:3]=[C:4]2[C:9](=[CH:10][CH:11]=1)[N:8]=[C:7]([O:12][CH3:13])[C:6]([NH:14][C:15]([N:30]1[CH2:29][CH2:28][N:27]([C:23]3[CH:24]=[CH:25][CH:26]=[C:21]([Cl:20])[CH:22]=3)[CH2:32][CH2:31]1)=[O:19])=[N:5]2. No catalyst specified. The reactants are [Cl:1][C:2]1[CH:3]=[C:4]2[C:9](=[CH:10][CH:11]=1)[N:8]=[C:7]([O:12][CH3:13])[C:6]([NH:14][C:15](=[O:19])OCC)=[N:5]2.[Cl:20][C:21]1[CH:22]=[C:23]([N:27]2[CH2:32][CH2:31][NH:30][CH2:29][CH2:28]2)[CH:24]=[CH:25][CH:26]=1.